This data is from Retrosynthesis with 50K atom-mapped reactions and 10 reaction types from USPTO. The task is: Predict the reactants needed to synthesize the given product. (1) Given the product Cc1cccc(Oc2ccc(C(=O)O)c(O)c2)c1, predict the reactants needed to synthesize it. The reactants are: COc1cc(Oc2cccc(C)c2)ccc1C(=O)O. (2) Given the product OCc1n[nH]c2c1nc(-c1ccccc1)c1ccccc12, predict the reactants needed to synthesize it. The reactants are: COC(=O)c1n[nH]c2c1nc(-c1ccccc1)c1ccccc12. (3) Given the product C#CC1(COS(C)(=O)=O)CC1, predict the reactants needed to synthesize it. The reactants are: C#CC1(CO)CC1.CS(=O)(=O)Cl. (4) Given the product CCn1cccc(C(=O)c2cc(F)cc(F)c2)c1=O, predict the reactants needed to synthesize it. The reactants are: CCI.O=C(c1cc(F)cc(F)c1)c1ccc[nH]c1=O.